From a dataset of Catalyst prediction with 721,799 reactions and 888 catalyst types from USPTO. Predict which catalyst facilitates the given reaction. Reactant: B.[C:2]1([C@H:8]2[CH2:12][CH2:11][NH:10][C@@H:9]2[C:13](O)=[O:14])[CH:7]=[CH:6][CH:5]=[CH:4][CH:3]=1. Product: [C:2]1([C@H:8]2[CH2:12][CH2:11][NH:10][C@@H:9]2[CH2:13][OH:14])[CH:3]=[CH:4][CH:5]=[CH:6][CH:7]=1. The catalyst class is: 7.